From a dataset of Forward reaction prediction with 1.9M reactions from USPTO patents (1976-2016). Predict the product of the given reaction. (1) Given the reactants [O-:1][S:2]([C:5]([F:8])([F:7])[F:6])(=[O:4])=[O:3].[CH3:9][N:10]([CH3:23])[C:11]1[CH:12]=[C:13]2[C:18](=[CH:19][CH:20]=1)[N+:17]([CH3:21])=[C:16]([CH3:22])[CH:15]=[CH:14]2.[CH:24](=O)[C:25]1[CH:30]=[CH:29][C:28]([O:31][CH3:32])=[CH:27][CH:26]=1, predict the reaction product. The product is: [O-:4][S:2]([C:5]([F:8])([F:7])[F:6])(=[O:3])=[O:1].[CH3:9][N:10]([CH3:23])[C:11]1[CH:12]=[C:13]2[C:18](=[CH:19][CH:20]=1)[N+:17]([CH3:21])=[C:16](/[CH:22]=[CH:24]/[C:25]1[CH:30]=[CH:29][C:28]([O:31][CH3:32])=[CH:27][CH:26]=1)[CH:15]=[CH:14]2. (2) The product is: [F:10][C:8]([F:11])([F:9])[C:6]1[CH:5]=[CH:4][N:3]2[C:24]([C:25]([O:27][CH2:28][CH3:29])=[O:26])=[CH:12][N:1]=[C:2]2[N:7]=1. Given the reactants [NH2:1][C:2]1[N:7]=[C:6]([C:8]([F:11])([F:10])[F:9])[CH:5]=[CH:4][N:3]=1.[CH3:12]OC(OC)N(C)C.C(N)=O.Br[CH2:24][C:25]([O:27][CH2:28][CH3:29])=[O:26], predict the reaction product. (3) Given the reactants [C:1]1([C:7]2[CH:11]=[CH:10][N:9]([C:12]3[N:34]=[CH:33][CH:32]=[CH:31][C:13]=3[C:14]([NH:16][CH:17]([CH2:23][C:24]3[CH:29]=[CH:28][CH:27]=[C:26]([F:30])[CH:25]=3)[CH:18]([OH:22])[C:19]([OH:21])=O)=[O:15])[N:8]=2)[CH:6]=[CH:5][CH:4]=[CH:3][CH:2]=1.Cl.[CH3:36][O:37][NH2:38], predict the reaction product. The product is: [F:30][C:26]1[CH:25]=[C:24]([CH2:23][CH:17]([NH:16][C:14](=[O:15])[C:13]2[CH:31]=[CH:32][CH:33]=[N:34][C:12]=2[N:9]2[CH:10]=[CH:11][C:7]([C:1]3[CH:2]=[CH:3][CH:4]=[CH:5][CH:6]=3)=[N:8]2)[CH:18]([OH:22])[C:19]([NH:38][O:37][CH3:36])=[O:21])[CH:29]=[CH:28][CH:27]=1. (4) Given the reactants [OH:1][CH2:2][C:3]1[O:11][C:10]2[C:5](=[N:6][CH:7]=[C:8]([OH:12])[CH:9]=2)[CH:4]=1.Cl.Cl[C:15]1[S:16][C:17]2[C:18]([N:23]=1)=[N:19][CH:20]=[CH:21][CH:22]=2.C([O-])([O-])=O.[Cs+].[Cs+].[NH4+].[Cl-], predict the reaction product. The product is: [S:16]1[C:17]2[C:18](=[N:19][CH:20]=[CH:21][CH:22]=2)[N:23]=[C:15]1[O:12][C:8]1[CH:9]=[C:10]2[O:11][C:3]([CH2:2][OH:1])=[CH:4][C:5]2=[N:6][CH:7]=1. (5) Given the reactants CO[C:3](OC)([CH3:5])[CH3:4].[CH2:8]([O:15][CH2:16][C:17]([CH3:24])([CH3:23])[C@@H:18]([OH:22])[CH2:19][CH2:20][OH:21])[C:9]1[CH:14]=[CH:13][CH:12]=[CH:11][CH:10]=1, predict the reaction product. The product is: [CH3:23][C:17]([C@@H:18]1[CH2:19][CH2:20][O:21][C:3]([CH3:5])([CH3:4])[O:22]1)([CH3:24])[CH2:16][O:15][CH2:8][C:9]1[CH:14]=[CH:13][CH:12]=[CH:11][CH:10]=1.